Dataset: Catalyst prediction with 721,799 reactions and 888 catalyst types from USPTO. Task: Predict which catalyst facilitates the given reaction. (1) Reactant: [CH3:1][CH:2]([N:4]1[CH2:9][CH2:8][N:7]([C:10]2[CH:15]=[CH:14][C:13]([O:16][CH3:17])=[C:12]([N+:18]([O-])=O)[CH:11]=2)[CH2:6][CH2:5]1)[CH3:3]. Product: [CH3:3][CH:2]([N:4]1[CH2:5][CH2:6][N:7]([C:10]2[CH:15]=[CH:14][C:13]([O:16][CH3:17])=[C:12]([CH:11]=2)[NH2:18])[CH2:8][CH2:9]1)[CH3:1]. The catalyst class is: 29. (2) Reactant: [NH2:1][C:2]1[C:3]([I:22])=[C:4]([C:8]([I:21])=[C:9]([C:12](=[O:20])[N:13]([CH2:17][CH:18]=[CH2:19])[CH2:14][CH:15]=[CH2:16])[C:10]=1[I:11])[C:5]([Cl:7])=[O:6].[C:23]([O:26][CH2:27][C:28](Cl)=[O:29])(=[O:25])[CH3:24]. Product: [Cl:7][C:5]([C:4]1[C:3]([I:22])=[C:2]([NH:1][C:28]([CH2:27][O:26][C:23](=[O:25])[CH3:24])=[O:29])[C:10]([I:11])=[C:9]([C:12](=[O:20])[N:13]([CH2:14][CH:15]=[CH2:16])[CH2:17][CH:18]=[CH2:19])[C:8]=1[I:21])=[O:6]. The catalyst class is: 2. (3) The catalyst class is: 7. Product: [C:1]([C:3]1[N:7]([CH2:20][CH3:21])[C:6]([C:8]2[CH:9]=[CH:10][C:11]([NH:14][S:15]([CH2:18][CH3:19])(=[O:17])=[O:16])=[CH:12][CH:13]=2)=[CH:5][CH:4]=1)#[N:2]. Reactant: [C:1]([C:3]1[NH:7][C:6]([C:8]2[CH:13]=[CH:12][C:11]([NH:14][S:15]([CH2:18][CH3:19])(=[O:17])=[O:16])=[CH:10][CH:9]=2)=[CH:5][CH:4]=1)#[N:2].[CH3:20][C:21](C)([O-])C.[K+].C(I)C.CN(C)C=O. (4) Reactant: [F:1][C:2]([F:29])([F:28])[C:3]1[CH:4]=[N:5][CH:6]=[C:7]([CH:9]2[CH2:14][CH:13]([S:15]([C:18]3[CH:23]=[CH:22][CH:21]=[C:20]([C:24]([F:27])([F:26])[F:25])[CH:19]=3)(=[O:17])=[O:16])[CH2:12][CH2:11][O:10]2)[CH:8]=1.[CH3:30]C([O-])(C)C.[K+].C1OCCOCCOCCOCCOCCOC1. Product: [CH3:30][C:13]1([S:15]([C:18]2[CH:23]=[CH:22][CH:21]=[C:20]([C:24]([F:25])([F:26])[F:27])[CH:19]=2)(=[O:16])=[O:17])[CH2:12][CH2:11][O:10][CH:9]([C:7]2[CH:6]=[N:5][CH:4]=[C:3]([C:2]([F:1])([F:28])[F:29])[CH:8]=2)[CH2:14]1. The catalyst class is: 20. (5) Reactant: [F:1][CH:2]([F:25])[CH2:3][N:4]([S:14]([CH2:17][C:18]1[CH:23]=[CH:22][CH:21]=[CH:20][C:19]=1[I:24])(=[O:16])=[O:15])[C:5]1[N:6]=[CH:7][S:8][C:9]=1[C:10]([O:12]C)=O.[H-].[Na+].O.Cl. Product: [F:1][CH:2]([F:25])[CH2:3][N:4]1[C:5]2[N:6]=[CH:7][S:8][C:9]=2[C:10]([OH:12])=[C:17]([C:18]2[CH:23]=[CH:22][CH:21]=[CH:20][C:19]=2[I:24])[S:14]1(=[O:15])=[O:16]. The catalyst class is: 9. (6) Reactant: S(=O)(=O)(O)O.[CH3:6][C:7]1[CH:15]=[CH:14][C:13]([N+:16]([O-:18])=[O:17])=[CH:12][C:8]=1[C:9]([OH:11])=[O:10].[C:19](=O)(O)[O-].[Na+]. Product: [CH3:19][O:10][C:9](=[O:11])[C:8]1[CH:12]=[C:13]([N+:16]([O-:18])=[O:17])[CH:14]=[CH:15][C:7]=1[CH3:6]. The catalyst class is: 125.